Dataset: Orexin1 receptor HTS with 218,158 compounds and 233 confirmed actives. Task: Binary Classification. Given a drug SMILES string, predict its activity (active/inactive) in a high-throughput screening assay against a specified biological target. (1) The molecule is O=c1n(CC(C)C)cc(c2c1cc(OC)c(OC)c2)C(=O)NCC(OC)=O. The result is 0 (inactive). (2) The drug is Fc1cc(Nc2nc3c(n4c2nnc4)cccc3)ccc1. The result is 1 (active). (3) The compound is s1nnc(c1C(=O)N1CC(CCC1)C(=O)c1ccc(cc1)C(F)(F)F)C. The result is 0 (inactive). (4) The drug is S(CC(=O)NCC1OCCC1)c1[nH]c2c(n1)cccc2. The result is 0 (inactive). (5) The drug is S(Cc1cc([N+]([O-])=O)ccc1)c1nc([nH]n1)N. The result is 0 (inactive). (6) The result is 0 (inactive). The compound is S(CC(=O)Nc1oc(nn1)c1occc1)c1ccc(F)cc1. (7) The molecule is O(CC(=O)c1c(n(c(=O)n(c1=O)C)C)N)C(=O)CCc1ccccc1. The result is 0 (inactive). (8) The compound is Clc1c(cc(NC(=O)C2C3C(CCN(C3=O)Cc3cc(OC)c(OC)cc3)C=CC2)cc1)C(F)(F)F. The result is 1 (active).